Dataset: Catalyst prediction with 721,799 reactions and 888 catalyst types from USPTO. Task: Predict which catalyst facilitates the given reaction. (1) Reactant: [NH2:1][C:2]1[C:3]([C:7](=[N:13][OH:14])[NH:8]CCOC)=[N:4][O:5][N:6]=1.O.[OH-].[K+].[C:18]([O:21][CH2:22]C)(=O)[CH3:19]. Product: [OH:14][N:13]=[C:7]([C:3]1[C:2]([NH:1][CH2:19][CH2:18][O:21][CH3:22])=[N:6][O:5][N:4]=1)[NH2:8]. The catalyst class is: 81. (2) Reactant: C([O:4][CH2:5][C:6]([N:8]([C@H:16]1[C:25]2[C:20](=[CH:21][CH:22]=[CH:23][CH:24]=2)[N:19](C(=O)C2C=C(C(F)(F)F)C=C(C(F)(F)F)C=2)[C@@H:18]([CH3:42])[CH2:17]1)[C:9]1[CH:14]=[CH:13][C:12]([Cl:15])=[CH:11][CH:10]=1)=[O:7])(=O)C.[OH-].[K+].Cl. Product: [Cl:15][C:12]1[CH:11]=[CH:10][C:9]([N:8]([C@H:16]2[C:25]3[C:20](=[CH:21][CH:22]=[CH:23][CH:24]=3)[NH:19][C@@H:18]([CH3:42])[CH2:17]2)[C:6](=[O:7])[CH2:5][OH:4])=[CH:14][CH:13]=1. The catalyst class is: 40. (3) Reactant: Cl[C:2]1[CH:3]=[CH:4][C:5]2[N:6]=[CH:7][NH:8][C:9](=[O:12])[C:10]=2[N:11]=1.[CH3:13][O:14][C:15]1[CH:20]=[CH:19][C:18](B(O)O)=[CH:17][C:16]=1[CH3:24].C(=O)([O-])[O-].[K+].[K+]. Product: [CH3:24][C:16]1[CH:17]=[C:18]([C:2]2[CH:3]=[CH:4][C:5]3[N:6]=[CH:7][NH:8][C:9](=[O:12])[C:10]=3[N:11]=2)[CH:19]=[CH:20][C:15]=1[O:14][CH3:13]. The catalyst class is: 38.